Dataset: Plasma protein binding rate (PPBR) regression data from AstraZeneca. Task: Regression/Classification. Given a drug SMILES string, predict its absorption, distribution, metabolism, or excretion properties. Task type varies by dataset: regression for continuous measurements (e.g., permeability, clearance, half-life) or binary classification for categorical outcomes (e.g., BBB penetration, CYP inhibition). For this dataset (ppbr_az), we predict Y. (1) The compound is O=C(c1cccc(Cc2n[nH]c(=O)c3ccccc23)c1)N1CCN(c2ncccn2)CC1. The Y is 94.6 %. (2) The drug is O=C(CC(c1ccccc1)c1ccccc1)N1CCN(C(c2ccccc2)c2ccccc2)CC1. The Y is 99.9 %. (3) The compound is COC[C@@H](O)Cn1c(=O)cnn(-c2ccc(Cl)c(C(=O)NCC3(O)CCCCCC3)c2)c1=O. The Y is 41.5 %. (4) The molecule is CCS(=O)(=O)c1ccc(-c2cc(Cl)ccc2OCC(=O)O)cc1. The Y is 97.3 %. (5) The drug is COc1cc(Nc2ncc(C)s2)nc(N[C@@H](C)c2ncc(F)cn2)n1. The Y is 89.7 %. (6) The drug is C[C@@](C(=O)O[C@H]1C[N+]2(CCc3ccccc3F)CCC1CC2)(c1ccccc1)N1CCCCC1. The Y is 99.2 %.